Dataset: Forward reaction prediction with 1.9M reactions from USPTO patents (1976-2016). Task: Predict the product of the given reaction. Given the reactants [CH3:1][C:2]1[N:3]([C:12]2[CH:17]=[CH:16][CH:15]=[CH:14][C:13]=2[CH3:18])[C:4]([C:7]([O:9]CC)=O)=[N:5][N:6]=1.[CH2:19]([Mg]Cl)[C:20]1[CH:25]=[CH:24][CH:23]=[CH:22][CH:21]=1.[Cl-].N, predict the reaction product. The product is: [CH3:1][C:2]1[N:3]([C:12]2[CH:17]=[CH:16][CH:15]=[CH:14][C:13]=2[CH3:18])[C:4]([C:7](=[O:9])[CH2:19][C:20]2[CH:25]=[CH:24][CH:23]=[CH:22][CH:21]=2)=[N:5][N:6]=1.